Dataset: Forward reaction prediction with 1.9M reactions from USPTO patents (1976-2016). Task: Predict the product of the given reaction. (1) Given the reactants Br[C:2]1[CH:11]=[C:10]2[C:5]([CH2:6][CH2:7][NH:8][CH2:9]2)=[CH:4][CH:3]=1.B(O)O, predict the reaction product. The product is: [N:8]1[CH:9]=[CH:10][C:5]([C:2]2[CH:11]=[C:10]3[C:5]([CH2:6][CH2:7][NH:8][CH2:9]3)=[CH:4][CH:3]=2)=[CH:6][CH:7]=1. (2) Given the reactants [Cl-].[Cl-].[Cl-].[Al+3].[CH:5]1([NH2:11])[CH2:10][CH2:9][CH2:8][CH2:7][CH2:6]1.C[O:13][C:14]([C:16]1[C:20]([CH2:21][N:22]([CH3:24])[CH3:23])=[C:19]([C:25]2[CH:30]=[CH:29][C:28]([O:31][CH3:32])=[CH:27][CH:26]=2)[N:18]([C:33]2[CH:38]=[CH:37][C:36]([Cl:39])=[CH:35][C:34]=2[Cl:40])[N:17]=1)=O.O, predict the reaction product. The product is: [CH:5]1([NH:11][C:14]([C:16]2[C:20]([CH2:21][N:22]([CH3:24])[CH3:23])=[C:19]([C:25]3[CH:26]=[CH:27][C:28]([O:31][CH3:32])=[CH:29][CH:30]=3)[N:18]([C:33]3[CH:38]=[CH:37][C:36]([Cl:39])=[CH:35][C:34]=3[Cl:40])[N:17]=2)=[O:13])[CH2:10][CH2:9][CH2:8][CH2:7][CH2:6]1. (3) Given the reactants [CH3:1][O:2][C:3](=[O:22])[C:4]1[CH:9]=[CH:8][CH:7]=[C:6]([S:10][C:11]2[C:19]3[C:14](=[CH:15][C:16]([Cl:20])=[CH:17][CH:18]=3)[NH:13][C:12]=2[CH3:21])[CH:5]=1.Br.Br[CH2:25][C:26]1[CH:31]=[CH:30][CH:29]=[CH:28][N:27]=1.CC1NC2C(C=1SC1C=C(CC(O)=O)C=CC=1)=CC=CC=2.C(=O)([O-])[O-].[Cs+].[Cs+], predict the reaction product. The product is: [CH3:1][O:2][C:3](=[O:22])[C:4]1[CH:9]=[CH:8][CH:7]=[C:6]([S:10][C:11]2[C:19]3[C:14](=[CH:15][C:16]([Cl:20])=[CH:17][CH:18]=3)[N:13]([CH2:25][C:26]3[CH:31]=[CH:30][CH:29]=[CH:28][N:27]=3)[C:12]=2[CH3:21])[CH:5]=1. (4) The product is: [CH3:22][O:21][C:19]1[CH:20]=[CH:2][C:3]([NH2:4])=[CH:17][CH:18]=1. Given the reactants Cl[C:2]1[CH:20]=[C:19]([O:21][CH3:22])[C:18](OCC2C(OC)=CC=C(F)C=2F)=[CH:17][C:3]=1[NH:4]C1C([N+]([O-])=O)=C(OC)N=C(Cl)N=1.C1(=O)NC(=O)C2=CC=CC=C12.[K].Cl, predict the reaction product. (5) Given the reactants [C:1]1([C:7]2[C:8]([C:12]([N:14]3[CH2:19][CH2:18][N:17]([C:20]4[CH:21]=[C:22]([CH:25]=[CH:26][CH:27]=4)[C:23]#[N:24])[CH2:16][CH2:15]3)=[O:13])=[CH:9][NH:10][CH:11]=2)[CH:6]=[CH:5][CH:4]=[CH:3][CH:2]=1.[H-].[Na+].Br[CH2:31][CH2:32][O:33][Si:34]([C:37]([CH3:40])([CH3:39])[CH3:38])([CH3:36])[CH3:35], predict the reaction product. The product is: [C:37]([Si:34]([CH3:36])([CH3:35])[O:33][CH:32]([N:10]1[CH:11]=[C:7]([C:1]2[CH:6]=[CH:5][CH:4]=[CH:3][CH:2]=2)[C:8]([C:12]([N:14]2[CH2:19][CH2:18][N:17]([C:20]3[CH:21]=[C:22]([CH:25]=[CH:26][CH:27]=3)[C:23]#[N:24])[CH2:16][CH2:15]2)=[O:13])=[CH:9]1)[CH3:31])([CH3:40])([CH3:39])[CH3:38]. (6) Given the reactants Br[C:2]1[CH:3]=[N:4][CH:5]=[CH:6][CH:7]=1.[NH:8]1[CH2:13][CH2:12][NH:11][CH2:10][CH2:9]1.CC(C)([O-])C.[Na+], predict the reaction product. The product is: [N:8]1([C:2]2[CH:3]=[N:4][CH:5]=[CH:6][CH:7]=2)[CH2:13][CH2:12][NH:11][CH2:10][CH2:9]1.